From a dataset of Forward reaction prediction with 1.9M reactions from USPTO patents (1976-2016). Predict the product of the given reaction. (1) Given the reactants [CH:1]1(N=C=NC2CCCCC2)CCCCC1.[Br:16][CH2:17][C:18]1[CH:26]=[CH:25][C:21]([C:22]([OH:24])=[O:23])=[CH:20][C:19]=1[N+:27]([O-:29])=[O:28].CN(CC1C=CN=CC=1)C, predict the reaction product. The product is: [CH3:1][O:23][C:22](=[O:24])[C:21]1[CH:25]=[CH:26][C:18]([CH2:17][Br:16])=[C:19]([N+:27]([O-:29])=[O:28])[CH:20]=1. (2) Given the reactants [CH3:1][O:2][C:3]1[CH:35]=[CH:34][C:6]([CH2:7][NH:8][C:9]([C:11]2[CH:12]=[C:13]3[C:18](=[CH:19][CH:20]=2)[N:17]([CH3:21])[C:16](=[O:22])[N:15]([CH2:23][C:24]2[CH:29]=[CH:28][C:27]([N+:30]([O-])=O)=[CH:26][CH:25]=2)[C:14]3=[O:33])=[O:10])=[CH:5][CH:4]=1, predict the reaction product. The product is: [CH3:1][O:2][C:3]1[CH:4]=[CH:5][C:6]([CH2:7][NH:8][C:9]([C:11]2[CH:12]=[C:13]3[C:18](=[CH:19][CH:20]=2)[N:17]([CH3:21])[C:16](=[O:22])[N:15]([CH2:23][C:24]2[CH:25]=[CH:26][C:27]([NH2:30])=[CH:28][CH:29]=2)[C:14]3=[O:33])=[O:10])=[CH:34][CH:35]=1.